This data is from Reaction yield outcomes from USPTO patents with 853,638 reactions. The task is: Predict the reaction yield, written as a fraction of the theoretical maximum amount of product (1.0 means a 100% yield; for example, 0.34 means a 34% yield). (1) The reactants are [C@@H:1]1([N:9]2[CH:17]=[C:15]([CH3:16])[C:13](=[O:14])[NH:12][C:10]2=[O:11])[O:8][C@H:5]([CH2:6][OH:7])[C@@H:3]([OH:4])[CH2:2]1.N1C=CN=C1.[C:23]([Si:27](Cl)([CH3:29])[CH3:28])([CH3:26])([CH3:25])[CH3:24]. The catalyst is CN(C=O)C. The product is [Si:27]([O:7][CH2:6][C@H:5]1[O:8][C@@H:1]([N:9]2[CH:17]=[C:15]([CH3:16])[C:13](=[O:14])[NH:12][C:10]2=[O:11])[CH2:2][C@@H:3]1[OH:4])([C:23]([CH3:26])([CH3:25])[CH3:24])([CH3:29])[CH3:28]. The yield is 0.700. (2) The reactants are [Cl:1][C:2]1[CH:27]=[CH:26][C:5]([C:6]([C:8]2[CH:9]=[C:10]3[C:15](=[CH:16][CH:17]=2)[NH:14][C:13](=O)[CH:12]=[C:11]3[C:19]2[CH:24]=[CH:23][CH:22]=[C:21]([Cl:25])[CH:20]=2)=[O:7])=[CH:4][CH:3]=1.P(Cl)(Cl)([Cl:30])=O. No catalyst specified. The product is [ClH:1].[Cl:30][C:13]1[CH:12]=[C:11]([C:19]2[CH:24]=[CH:23][CH:22]=[C:21]([Cl:25])[CH:20]=2)[C:10]2[C:15](=[CH:16][CH:17]=[C:8]([C:6]([C:5]3[CH:26]=[CH:27][C:2]([Cl:1])=[CH:3][CH:4]=3)=[O:7])[CH:9]=2)[N:14]=1. The yield is 1.00. (3) The reactants are [N:1]1([C:6]2[CH:11]=[CH:10][C:9](/[CH:12]=[CH:13]/[C:14]([C:20]3[CH:25]=[C:24]([Cl:26])[CH:23]=[C:22]([Cl:27])[CH:21]=3)([OH:19])[C:15]([F:18])([F:17])[F:16])=[CH:8][CH:7]=2)[CH:5]=[N:4][CH:3]=[N:2]1.[H-].[Na+].[CH3:30]I. The catalyst is C1COCC1. The product is [Cl:27][C:22]1[CH:21]=[C:20]([C:14]([O:19][CH3:30])([C:15]([F:18])([F:17])[F:16])/[CH:13]=[CH:12]/[C:9]2[CH:10]=[CH:11][C:6]([N:1]3[CH:5]=[N:4][CH:3]=[N:2]3)=[CH:7][CH:8]=2)[CH:25]=[C:24]([Cl:26])[CH:23]=1. The yield is 0.350. (4) The product is [O:7]1[C:1]2([CH2:6][CH2:5][CH2:4][CH2:3][CH2:2]2)[O:12][CH2:11][CH2:10]1. The catalyst is C(OCC)(=O)C. The yield is 0.469. The reactants are [C:1]1(=[O:7])[CH2:6][CH2:5][CH2:4][CH2:3][CH2:2]1.II.[CH2:10](O)[CH2:11][OH:12]. (5) The reactants are [NH2:1][C:2]1[C:11]2[C:6](=[C:7](Br)[CH:8]=[CH:9][CH:10]=2)[N:5]=[N:4][C:3]=1[C:13]([NH:15][CH:16]1[CH2:18][CH2:17]1)=[O:14].[CH3:19][O:20][C:21]1[N:26]=[C:25]([O:27][CH3:28])[C:24](B(O)O)=[CH:23][N:22]=1. No catalyst specified. The product is [NH2:1][C:2]1[C:11]2[C:6](=[C:7]([C:24]3[C:25]([O:27][CH3:28])=[N:26][C:21]([O:20][CH3:19])=[N:22][CH:23]=3)[CH:8]=[CH:9][CH:10]=2)[N:5]=[N:4][C:3]=1[C:13]([NH:15][CH:16]1[CH2:18][CH2:17]1)=[O:14]. The yield is 0.780. (6) The yield is 0.880. The product is [Br:1][C:2]1[CH:23]=[C:22](/[CH:24]=[CH:25]/[CH:26]([C:31]2[CH:32]=[C:33]([Cl:39])[C:34]([Cl:38])=[C:35]([Cl:37])[CH:36]=2)[C:27]([F:30])([F:28])[F:29])[CH:21]=[CH:20][C:3]=1[C:4]([NH:6][CH:7]1[CH2:12][CH2:11][NH:10][CH2:9][CH2:8]1)=[O:5]. The reactants are [Br:1][C:2]1[CH:23]=[C:22](/[CH:24]=[CH:25]/[CH:26]([C:31]2[CH:36]=[C:35]([Cl:37])[C:34]([Cl:38])=[C:33]([Cl:39])[CH:32]=2)[C:27]([F:30])([F:29])[F:28])[CH:21]=[CH:20][C:3]=1[C:4]([NH:6][CH:7]1[CH2:12][CH2:11][N:10](C(OC(C)(C)C)=O)[CH2:9][CH2:8]1)=[O:5]. The catalyst is Cl.O1CCOCC1.